From a dataset of Reaction yield outcomes from USPTO patents with 853,638 reactions. Predict the reaction yield, written as a fraction of the theoretical maximum amount of product (1.0 means a 100% yield; for example, 0.34 means a 34% yield). (1) The reactants are [C:1](#[N:3])[CH3:2].C([Li])CCC.[C:9]([C:11]([CH3:18])([CH3:17])[C:12]([O:14]CC)=O)#[N:10].C(O)(=O)C. The catalyst is O1CCCC1. The product is [CH3:18][C:11]([CH3:17])([C:12](=[O:14])[CH2:2][C:1]#[N:3])[C:9]#[N:10]. The yield is 0.440. (2) The reactants are C(N([P:8]([N:10]([CH:14]([CH3:16])[CH3:15])[CH:11]([CH3:13])[CH3:12])[Cl:9])C(C)C)(C)C.P(Cl)(Cl)[Cl:18]. The catalyst is C(#N)C. The product is [CH:11]([N:10]([P:8]([Cl:18])[Cl:9])[CH:14]([CH3:16])[CH3:15])([CH3:13])[CH3:12]. The yield is 0.810.